Dataset: Forward reaction prediction with 1.9M reactions from USPTO patents (1976-2016). Task: Predict the product of the given reaction. (1) The product is: [C:20]1([C:18]2[CH:17]=[CH:16][N:15]=[C:14]([C:12]3[S:4][C:3]4[CH:5]=[CH:6][CH:7]=[CH:8][C:2]=4[C:1](=[O:10])[N:13]=3)[CH:19]=2)[CH:21]=[CH:22][CH:23]=[CH:24][CH:25]=1. Given the reactants [C:1]([O:10]C)(=O)[C:2]1[C:3](=[CH:5][CH:6]=[CH:7][CH:8]=1)[SH:4].[C:12]([C:14]1[CH:19]=[C:18]([C:20]2[CH:25]=[CH:24][CH:23]=[CH:22][CH:21]=2)[CH:17]=[CH:16][N:15]=1)#[N:13].C(N(CC)CC)C, predict the reaction product. (2) Given the reactants [F:1][C:2]1[CH:3]=[C:4]([CH:15]=[CH:16][CH:17]=1)[CH2:5][C:6]1([CH3:14])[NH:11][C:10](=[O:12])[CH2:9][NH:8][C:7]1=[O:13], predict the reaction product. The product is: [C:10]([N:8]1[CH2:9][C:10](=[O:12])[N:11]([C:7](=[O:13])[CH3:6])[C:6]([CH2:5][C:4]2[CH:15]=[CH:16][CH:17]=[C:2]([F:1])[CH:3]=2)([CH3:14])[C:7]1=[O:13])(=[O:12])[CH3:9]. (3) Given the reactants [Br:1][C:2]1[C:7]2[N:8]=[C:9]([CH3:13])[O:10][C:11](=O)[C:6]=2[CH:5]=[CH:4][CH:3]=1.[CH3:14][NH2:15].C1COCC1, predict the reaction product. The product is: [Br:1][C:2]1[CH:3]=[CH:4][CH:5]=[C:6]2[C:7]=1[N:8]=[C:9]([CH3:13])[N:15]([CH3:14])[C:11]2=[O:10].